From a dataset of Full USPTO retrosynthesis dataset with 1.9M reactions from patents (1976-2016). Predict the reactants needed to synthesize the given product. (1) Given the product [ClH:33].[NH2:17][C@@H:14]1[CH2:15][CH2:16][C@H:11]([N:8]2[C:9](=[O:10])[C:4]3[CH:3]=[C:2]([F:1])[CH:32]=[N:31][C:5]=3[N:6]([CH:26]3[CH2:30][CH2:29][S:28][CH2:27]3)[C:7]2=[O:25])[CH2:12][CH2:13]1, predict the reactants needed to synthesize it. The reactants are: [F:1][C:2]1[CH:32]=[N:31][C:5]2[N:6]([CH:26]3[CH2:30][CH2:29][S:28][CH2:27]3)[C:7](=[O:25])[N:8]([C@@H:11]3[CH2:16][CH2:15][C@H:14]([NH:17]C(=O)OC(C)(C)C)[CH2:13][CH2:12]3)[C:9](=[O:10])[C:4]=2[CH:3]=1.[ClH:33]. (2) Given the product [S:1]([OH:5])([OH:4])(=[O:3])=[O:2].[NH2:6][CH2:7][CH2:8][CH2:9][CH2:10][CH2:11][NH2:12], predict the reactants needed to synthesize it. The reactants are: [S:1](=[O:5])(=[O:4])([OH:3])[OH:2].[NH2:6][CH2:7][CH2:8][CH2:9][CH2:10][CH2:11][NH2:12].